From a dataset of Forward reaction prediction with 1.9M reactions from USPTO patents (1976-2016). Predict the product of the given reaction. (1) Given the reactants [C:1]([N:8]1[CH2:13][CH2:12][CH:11]([CH2:14][CH2:15][CH2:16][O:17][C:18]2[CH:19]=[C:20]([CH2:24][C:25](O)=[O:26])[CH:21]=[CH:22][CH:23]=2)[CH2:10][CH2:9]1)([O:3][C:4]([CH3:7])([CH3:6])[CH3:5])=[O:2].[NH2:28][C:29]1[S:33][C:32]([C:34]2[C:35]([NH:39][C:40](=[O:45])[C:41]([F:44])([F:43])[F:42])=[N:36][O:37][N:38]=2)=[N:31][N:30]=1, predict the reaction product. The product is: [F:43][C:41]([F:42])([F:44])[C:40]([NH:39][C:35]1[C:34]([C:32]2[S:33][C:29]([NH:28][C:25](=[O:26])[CH2:24][C:20]3[CH:21]=[CH:22][CH:23]=[C:18]([O:17][CH2:16][CH2:15][CH2:14][CH:11]4[CH2:10][CH2:9][N:8]([C:1]([O:3][C:4]([CH3:7])([CH3:5])[CH3:6])=[O:2])[CH2:13][CH2:12]4)[CH:19]=3)=[N:30][N:31]=2)=[N:38][O:37][N:36]=1)=[O:45]. (2) Given the reactants [CH3:1][C:2]1[C:7]([C:8]([O:10]C)=[O:9])=[C:6]([C:12]([F:15])([F:14])[F:13])[CH:5]=[C:4]([CH3:16])[N:3]=1.[OH-].[K+].[ClH:19], predict the reaction product. The product is: [ClH:19].[CH3:1][C:2]1[C:7]([C:8]([OH:10])=[O:9])=[C:6]([C:12]([F:14])([F:13])[F:15])[CH:5]=[C:4]([CH3:16])[N:3]=1. (3) Given the reactants Cl.Cl.[CH3:3][NH:4][NH:5][CH3:6].C(O[C:10](=[O:30])[CH:11]([C:23]1[CH:24]=[C:25]([CH3:29])[CH:26]=[CH:27][CH:28]=1)[C:12](=O)[C:13]1[CH:14]=[CH:15][C:16]2[N:17]([N:19]=[CH:20][N:21]=2)[CH:18]=1)C, predict the reaction product. The product is: [CH3:3][N:4]1[C:12]([C:13]2[CH:14]=[CH:15][C:16]3[N:17]([N:19]=[CH:20][N:21]=3)[CH:18]=2)=[C:11]([C:23]2[CH:24]=[C:25]([CH3:29])[CH:26]=[CH:27][CH:28]=2)[C:10](=[O:30])[N:5]1[CH3:6]. (4) Given the reactants FC(F)(F)C(O)=O.[CH3:8][C:9]1[CH:18]=[CH:17][C:16]2[C:11](=[CH:12][CH:13]=[C:14]([NH2:25])[C:15]=2[C:19]2[CH:24]=[CH:23][CH:22]=[CH:21][CH:20]=2)[N:10]=1.[F:26][C:27]([F:45])([F:44])[C:28]1[CH:29]=[C:30]([C:38](C)(C)[C:39](O)=[O:40])[CH:31]=[C:32]([C:34]([F:37])([F:36])[F:35])[CH:33]=1, predict the reaction product. The product is: [F:26][C:27]([F:44])([F:45])[C:28]1[CH:29]=[C:30]([CH2:38][C:39]([NH:25][C:14]2[C:15]([C:19]3[CH:24]=[CH:23][CH:22]=[CH:21][CH:20]=3)=[C:16]3[C:11](=[CH:12][CH:13]=2)[N:10]=[C:9]([CH3:8])[CH:18]=[CH:17]3)=[O:40])[CH:31]=[C:32]([C:34]([F:35])([F:36])[F:37])[CH:33]=1.